This data is from Catalyst prediction with 721,799 reactions and 888 catalyst types from USPTO. The task is: Predict which catalyst facilitates the given reaction. (1) Product: [OH:61][C:55]([C:57]([F:60])([F:59])[F:58])=[O:56].[NH2:31][CH2:30][CH2:29][CH2:28][NH:27][C:24]1[CH:23]=[C:22]([NH:39][C:40]2[CH:45]=[C:44]([CH3:46])[CH:43]=[C:42]([CH3:47])[N:41]=2)[C:21]([C:19]([NH2:18])=[O:20])=[N:26][CH:25]=1. The catalyst class is: 4. Reactant: COC1C=CC(C([NH:18][C:19]([C:21]2[N:26]=[CH:25][C:24]([NH:27][CH2:28][CH2:29][CH2:30][NH:31]C(=O)OC(C)(C)C)=[CH:23][C:22]=2[NH:39][C:40]2[CH:45]=[C:44]([CH3:46])[CH:43]=[C:42]([CH3:47])[N:41]=2)=[O:20])C2C=CC(OC)=CC=2)=CC=1.C([SiH](CC)CC)C.[C:55]([OH:61])([C:57]([F:60])([F:59])[F:58])=[O:56]. (2) Product: [CH2:8]([O:10][C:11]([C:13]1[CH:14]=[N:15][N:16]([C:18]2[N:22]([CH2:23][O:24][CH2:25][CH2:26][O:27][CH3:28])[C:21]3[CH:29]=[C:30]([Cl:37])[C:31]([S:33](=[O:35])(=[O:34])[NH:1][C:2]4[CH:7]=[CH:6][CH:5]=[CH:4][CH:3]=4)=[CH:32][C:20]=3[N:19]=2)[CH:17]=1)=[O:12])[CH3:9]. Reactant: [NH2:1][C:2]1[CH:7]=[CH:6][CH:5]=[CH:4][CH:3]=1.[CH2:8]([O:10][C:11]([C:13]1[CH:14]=[N:15][N:16]([C:18]2[N:22]([CH2:23][O:24][CH2:25][CH2:26][O:27][CH3:28])[C:21]3[CH:29]=[C:30]([Cl:37])[C:31]([S:33](Cl)(=[O:35])=[O:34])=[CH:32][C:20]=3[N:19]=2)[CH:17]=1)=[O:12])[CH3:9]. The catalyst class is: 17. (3) Reactant: Cl.[F:2][C:3]1[CH:4]=[C:5]([NH:13][NH2:14])[CH:6]=[CH:7][C:8]=1[S:9]([CH3:12])(=[O:11])=[O:10].[F:15][C:16]([F:30])([F:29])[C:17](=O)[CH2:18][C:19]([C:21]1[CH:26]=[CH:25][C:24]([Br:27])=[CH:23][CH:22]=1)=O. Product: [Br:27][C:24]1[CH:23]=[CH:22][C:21]([C:19]2[N:13]([C:5]3[CH:6]=[CH:7][C:8]([S:9]([CH3:12])(=[O:10])=[O:11])=[C:3]([F:2])[CH:4]=3)[N:14]=[C:17]([C:16]([F:15])([F:29])[F:30])[CH:18]=2)=[CH:26][CH:25]=1. The catalyst class is: 14.